This data is from NCI-60 drug combinations with 297,098 pairs across 59 cell lines. The task is: Regression. Given two drug SMILES strings and cell line genomic features, predict the synergy score measuring deviation from expected non-interaction effect. (1) Drug 1: C1=NC2=C(N1)C(=S)N=C(N2)N. Drug 2: CCC1(CC2CC(C3=C(CCN(C2)C1)C4=CC=CC=C4N3)(C5=C(C=C6C(=C5)C78CCN9C7C(C=CC9)(C(C(C8N6C=O)(C(=O)OC)O)OC(=O)C)CC)OC)C(=O)OC)O.OS(=O)(=O)O. Cell line: K-562. Synergy scores: CSS=79.6, Synergy_ZIP=1.54, Synergy_Bliss=0.00863, Synergy_Loewe=-1.28, Synergy_HSA=3.04. (2) Drug 1: CCC1(CC2CC(C3=C(CCN(C2)C1)C4=CC=CC=C4N3)(C5=C(C=C6C(=C5)C78CCN9C7C(C=CC9)(C(C(C8N6C=O)(C(=O)OC)O)OC(=O)C)CC)OC)C(=O)OC)O.OS(=O)(=O)O. Drug 2: CCC1(C2=C(COC1=O)C(=O)N3CC4=CC5=C(C=CC(=C5CN(C)C)O)N=C4C3=C2)O.Cl. Cell line: HCT116. Synergy scores: CSS=43.9, Synergy_ZIP=-6.31, Synergy_Bliss=-7.93, Synergy_Loewe=-11.2, Synergy_HSA=-3.77. (3) Drug 1: CCC1=C2CN3C(=CC4=C(C3=O)COC(=O)C4(CC)O)C2=NC5=C1C=C(C=C5)O. Drug 2: C1CN(P(=O)(OC1)NCCCl)CCCl. Cell line: A498. Synergy scores: CSS=17.1, Synergy_ZIP=-4.27, Synergy_Bliss=-0.955, Synergy_Loewe=-85.9, Synergy_HSA=0.182. (4) Drug 1: C1=NC(=NC(=O)N1C2C(C(C(O2)CO)O)O)N. Drug 2: C1C(C(OC1N2C=NC3=C2NC=NCC3O)CO)O. Cell line: SK-MEL-5. Synergy scores: CSS=18.2, Synergy_ZIP=-5.34, Synergy_Bliss=-1.33, Synergy_Loewe=-2.92, Synergy_HSA=-0.546. (5) Drug 1: CNC(=O)C1=CC=CC=C1SC2=CC3=C(C=C2)C(=NN3)C=CC4=CC=CC=N4. Drug 2: CC1OCC2C(O1)C(C(C(O2)OC3C4COC(=O)C4C(C5=CC6=C(C=C35)OCO6)C7=CC(=C(C(=C7)OC)O)OC)O)O. Cell line: CCRF-CEM. Synergy scores: CSS=52.7, Synergy_ZIP=-1.64, Synergy_Bliss=-1.03, Synergy_Loewe=-11.6, Synergy_HSA=0.0389. (6) Drug 1: CC1=CC2C(CCC3(C2CCC3(C(=O)C)OC(=O)C)C)C4(C1=CC(=O)CC4)C. Drug 2: C1CCC(C(C1)N)N.C(=O)(C(=O)[O-])[O-].[Pt+4]. Cell line: NCI/ADR-RES. Synergy scores: CSS=9.99, Synergy_ZIP=-5.52, Synergy_Bliss=-5.91, Synergy_Loewe=-53.1, Synergy_HSA=-5.48.